This data is from Forward reaction prediction with 1.9M reactions from USPTO patents (1976-2016). The task is: Predict the product of the given reaction. (1) Given the reactants [CH2:1]([O:8][C:9]1[CH:18]=[C:17]2[C:12]([C:13](O)=[CH:14][N:15]=[N:16]2)=[CH:11][C:10]=1[O:20][CH3:21])[C:2]1[CH:7]=[CH:6][CH:5]=[CH:4][CH:3]=1.CN(C=O)C.S(Cl)([Cl:29])=O, predict the reaction product. The product is: [ClH:29].[CH2:1]([O:8][C:9]1[CH:18]=[C:17]2[C:12]([C:13]([Cl:29])=[CH:14][N:15]=[N:16]2)=[CH:11][C:10]=1[O:20][CH3:21])[C:2]1[CH:7]=[CH:6][CH:5]=[CH:4][CH:3]=1. (2) Given the reactants [Br:1][C:2]1[C:3]([Cl:9])=[N:4][CH:5]=[CH:6][C:7]=1I.[Cl:10][C:11]1[CH:16]=[CH:15][C:14](B(O)O)=[CH:13][CH:12]=1.C([O-])([O-])=O.[Na+].[Na+].CCOC(C)=O, predict the reaction product. The product is: [Br:1][C:2]1[C:3]([Cl:9])=[N:4][CH:5]=[CH:6][C:7]=1[C:14]1[CH:15]=[CH:16][C:11]([Cl:10])=[CH:12][CH:13]=1. (3) Given the reactants [Cl:1][C:2]1[C:3]2[CH:10]=[CH:9][N:8]([C@@H:11]3[S:35][C@H:34]([CH2:36][O:37]CC4C=CC(Cl)=CC=4Cl)[C@@H:23]([O:24]CC4C=CC(Cl)=CC=4Cl)[C@@H:12]3[O:13]CC3C=CC(Cl)=CC=3Cl)[C:4]=2[N:5]=[CH:6][N:7]=1.B(Cl)(Cl)Cl, predict the reaction product. The product is: [Cl:1][C:2]1[C:3]2[CH:10]=[CH:9][N:8]([C@@H:11]3[S:35][C@H:34]([CH2:36][OH:37])[C@@H:23]([OH:24])[C@@H:12]3[OH:13])[C:4]=2[N:5]=[CH:6][N:7]=1.